This data is from Catalyst prediction with 721,799 reactions and 888 catalyst types from USPTO. The task is: Predict which catalyst facilitates the given reaction. (1) Reactant: [Cl:1][C:2]1[CH:7]=[C:6]([CH3:8])[CH:5]=[CH:4][C:3]=1[NH:9][C:10]([CH2:12][CH:13]([C:22]1[C:26]([CH:27]2[CH2:29][CH2:28]2)=[C:25]([CH:30]2[CH2:33][CH:32]([CH2:34][CH:35]([CH2:38][CH3:39])[CH2:36][CH3:37])[CH2:31]2)[O:24][N:23]=1)[CH2:14][C:15]([O:17]C(C)(C)C)=[O:16])=[O:11].O.Br.[OH-].[Na+]. Product: [Cl:1][C:2]1[CH:7]=[C:6]([CH3:8])[CH:5]=[CH:4][C:3]=1[NH:9][C:10]([CH2:12][CH:13]([C:22]1[C:26]([CH:27]2[CH2:28][CH2:29]2)=[C:25]([CH:30]2[CH2:31][CH:32]([CH2:34][CH:35]([CH2:38][CH3:39])[CH2:36][CH3:37])[CH2:33]2)[O:24][N:23]=1)[CH2:14][C:15]([OH:17])=[O:16])=[O:11]. The catalyst class is: 15. (2) Reactant: [Br:1][C:2]1[CH:10]=[CH:9][CH:8]=[C:7]2[C:3]=1[C:4]([C:18](=[O:23])C(F)(F)F)=[CH:5][N:6]2[CH2:11][CH2:12][O:13][C:14]([F:17])([F:16])[F:15].C[OH:25]. Product: [Br:1][C:2]1[CH:10]=[CH:9][CH:8]=[C:7]2[C:3]=1[C:4]([C:18]([OH:23])=[O:25])=[CH:5][N:6]2[CH2:11][CH2:12][O:13][C:14]([F:15])([F:16])[F:17]. The catalyst class is: 74. (3) Reactant: [C:1]([C:4]1[C:5]([C:10]([OH:28])=[C:11]2[CH2:15][C:14](=[O:16])[N:13]([CH2:17][C:18]3[CH:26]=[CH:25][C:21]4[O:22][CH2:23][O:24][C:20]=4[CH:19]=3)[C:12]2=[O:27])=[N:6][CH:7]=[CH:8][CH:9]=1)(=O)[CH3:2].[H-].[Na+].CC(O)=O. Product: [O:22]1[C:21]2[CH:25]=[CH:26][C:18]([CH2:17][N:13]3[C:12](=[O:27])[C:11]4[C:10]([OH:28])=[C:5]5[C:4]([CH:9]=[CH:8][CH:7]=[N:6]5)=[C:1]([CH3:2])[C:15]=4[C:14]3=[O:16])=[CH:19][C:20]=2[O:24][CH2:23]1. The catalyst class is: 36. (4) Reactant: Cl[C:2]1[C:7]([CH:8]([CH2:13][CH2:14][CH3:15])[C:9]([O:11][CH3:12])=[O:10])=[C:6]([CH3:16])[N:5]=[C:4]([C:17]2[CH:22]=[CH:21][CH:20]=[CH:19][CH:18]=2)[N:3]=1.C(N(CC)C(C)C)(C)C.[CH3:32][N:33]1[CH2:38][CH2:37][O:36][C:35]2[CH:39]=[C:40](B3OC(C)(C)C(C)(C)O3)[CH:41]=[CH:42][C:34]1=2. Product: [CH3:16][C:6]1[C:7]([CH:8]([CH2:13][CH2:14][CH3:15])[C:9]([O:11][CH3:12])=[O:10])=[C:2]([C:40]2[CH:41]=[CH:42][C:34]3[N:33]([CH3:32])[CH2:38][CH2:37][O:36][C:35]=3[CH:39]=2)[N:3]=[C:4]([C:17]2[CH:22]=[CH:21][CH:20]=[CH:19][CH:18]=2)[N:5]=1. The catalyst class is: 108.